Dataset: Full USPTO retrosynthesis dataset with 1.9M reactions from patents (1976-2016). Task: Predict the reactants needed to synthesize the given product. (1) Given the product [Cl:19][C:20]1[CH:25]=[CH:24][C:23]([S:26]([C:29]2([C:47]3[CH:52]=[C:51]([F:53])[CH:50]=[CH:49][C:48]=3[F:54])[CH2:34][CH2:13][CH:12]([NH:9][S:14]([N:1]3[CH2:6][CH2:5][O:4][CH2:3][CH2:2]3)(=[O:16])=[O:15])[CH2:31][CH2:30]2)(=[O:28])=[O:27])=[CH:22][CH:21]=1, predict the reactants needed to synthesize it. The reactants are: [NH:1]1[CH2:6][CH2:5][O:4][CH2:3][CH2:2]1.C([N:9]([CH2:12][CH3:13])CC)C.[S:14](Cl)(Cl)(=[O:16])=[O:15].[Cl:19][C:20]1[CH:25]=[CH:24][C:23]([S:26]([C:29]2([C:47]3[CH:52]=[C:51]([F:53])[CH:50]=[CH:49][C:48]=3[F:54])[CH2:34]CC(CS(N3CCC[C@@H]3C(O)=O)(=O)=O)[CH2:31][CH2:30]2)(=[O:28])=[O:27])=[CH:22][CH:21]=1.CCN(C(C)C)C(C)C. (2) Given the product [NH2:1][C:2]1[NH:11][C:10]2=[N:20][NH:21][C:13](=[O:15])[C:8]3[C:9]2=[C:4]([CH:5]=[CH:6][CH:7]=3)[N:3]=1, predict the reactants needed to synthesize it. The reactants are: [NH2:1][C:2]1[NH:11][C:10](=O)[C:9]2[C:8]([C:13]([O:15]C)=O)=[CH:7][CH:6]=[CH:5][C:4]=2[N:3]=1.CCO.[NH2:20][NH2:21].